This data is from Catalyst prediction with 721,799 reactions and 888 catalyst types from USPTO. The task is: Predict which catalyst facilitates the given reaction. (1) Reactant: Cl[CH2:2][CH2:3][N:4]1[CH2:9][CH2:8][O:7][CH2:6][CH2:5]1.[OH:10][C:11]1[CH:12]=[C:13]([CH:18]=[C:19]([O:21][CH3:22])[CH:20]=1)[C:14]([O:16][CH3:17])=[O:15].C([O-])([O-])=O.[K+].[K+].O. Product: [CH3:22][O:21][C:19]1[CH:18]=[C:13]([CH:12]=[C:11]([O:10][CH2:2][CH2:3][N:4]2[CH2:9][CH2:8][O:7][CH2:6][CH2:5]2)[CH:20]=1)[C:14]([O:16][CH3:17])=[O:15]. The catalyst class is: 3. (2) Reactant: [H-].[Na+].[Cl:3][C:4]1[CH:5]=[C:6]([Cl:25])[C:7]2[C:8]3[CH2:17][CH2:16][N:15]([C:18]([O:20][C:21]([CH3:24])([CH3:23])[CH3:22])=[O:19])[CH2:14][CH2:13][C:9]=3[NH:10][C:11]=2[CH:12]=1.Br[CH2:27][CH2:28][O:29][C:30]1[CH:35]=[CH:34][CH:33]=[CH:32][CH:31]=1. Product: [Cl:3][C:4]1[CH:5]=[C:6]([Cl:25])[C:7]2[C:8]3[CH2:17][CH2:16][N:15]([C:18]([O:20][C:21]([CH3:22])([CH3:24])[CH3:23])=[O:19])[CH2:14][CH2:13][C:9]=3[N:10]([CH2:27][CH2:28][O:29][C:30]3[CH:35]=[CH:34][CH:33]=[CH:32][CH:31]=3)[C:11]=2[CH:12]=1. The catalyst class is: 3.